The task is: Predict the reactants needed to synthesize the given product.. This data is from Full USPTO retrosynthesis dataset with 1.9M reactions from patents (1976-2016). (1) Given the product [C:6]([CH:4]([CH:2]([C:1]([OH:10])=[O:9])[OH:3])[OH:5])([OH:8])=[O:7].[Cl:11][C:12]1[CH:17]=[C:16]([Cl:18])[C:15]([F:19])=[CH:14][C:13]=1[C:20]1[O:21][C:22]2[C:27]([C:28](=[O:30])[CH:29]=1)=[C:26]([OH:31])[CH:25]=[C:24]([OH:32])[C:23]=2[C@@H:33]1[CH2:37][CH2:36][N:35]([CH3:38])[C@H:34]1[CH2:39][OH:40], predict the reactants needed to synthesize it. The reactants are: [C:1]([OH:10])(=[O:9])[CH:2]([CH:4]([C:6]([OH:8])=[O:7])[OH:5])[OH:3].[Cl:11][C:12]1[CH:17]=[C:16]([Cl:18])[C:15]([F:19])=[CH:14][C:13]=1[C:20]1[O:21][C:22]2[C:27]([C:28](=[O:30])[CH:29]=1)=[C:26]([OH:31])[CH:25]=[C:24]([OH:32])[C:23]=2[C@@H:33]1[CH2:37][CH2:36][N:35]([CH3:38])[C@H:34]1[CH2:39][OH:40]. (2) Given the product [Cl:7][C:25]1[C:26](=[CH:3][N:2]([CH3:5])[CH3:1])[O:27][C:22]2[CH:21]=[CH:20][C:19]([CH2:18][CH2:17][C:13]3[CH:14]=[CH:15][CH:16]=[C:11]([F:10])[CH:12]=3)=[CH:29][C:23]=2[N:24]=1, predict the reactants needed to synthesize it. The reactants are: [CH3:1][N:2]([CH3:5])[CH:3]=O.O(Cl)[Cl:7].[P+5].[F:10][C:11]1[CH:12]=[C:13]([CH2:17][CH2:18][C:19]2[CH:20]=[CH:21][C:22]3[O:27][CH2:26][C:25](=O)[NH:24][C:23]=3[CH:29]=2)[CH:14]=[CH:15][CH:16]=1. (3) Given the product [Cl:22][C:5]1[C:4]2[C:9](=[CH:10][CH:11]=[C:2]([CH3:1])[CH:3]=2)[N:8]=[CH:7][N:6]=1, predict the reactants needed to synthesize it. The reactants are: [CH3:1][C:2]1[CH:3]=[C:4]2[C:9](=[CH:10][CH:11]=1)[N:8]=[CH:7][NH:6][C:5]2=O.C(N(CC)CC)C.P(Cl)(Cl)([Cl:22])=O.O. (4) Given the product [C:49]([C:2]1[CH:7]=[C:6]([C@@H:8]([NH:11][C:12]([C:14]2[C:15]3[CH:22]=[N:21][N:20]([C:23]4[CH:28]=[CH:27][C:26]([F:29])=[CH:25][CH:24]=4)[C:16]=3[CH:17]=[N:18][CH:19]=2)=[O:13])[CH2:9][CH3:10])[CH:5]=[CH:4][N:3]=1)#[N:50], predict the reactants needed to synthesize it. The reactants are: Br[C:2]1[CH:7]=[C:6]([C@@H:8]([NH:11][C:12]([C:14]2[C:15]3[CH:22]=[N:21][N:20]([C:23]4[CH:28]=[CH:27][C:26]([F:29])=[CH:25][CH:24]=4)[C:16]=3[CH:17]=[N:18][CH:19]=2)=[O:13])[CH2:9][CH3:10])[CH:5]=[CH:4][N:3]=1.C1(P(C2C=CC=CC=2)C2C=CC=CC=2)C=CC=CC=1.[CH3:49][N:50](C=O)C. (5) Given the product [ClH:1].[Cl:24][C:25]1[CH:26]=[C:27]([NH:28][C:2]2[C:3]3[N:10]([CH2:11][CH2:12][CH2:13][O:14][CH2:15][CH2:16][OH:17])[CH:9]=[CH:8][C:4]=3[N:5]=[CH:6][N:7]=2)[CH:29]=[CH:30][C:31]=1[O:32][C:33]1[CH:38]=[CH:37][CH:36]=[C:35]([C:39]([F:41])([F:42])[F:40])[CH:34]=1, predict the reactants needed to synthesize it. The reactants are: [Cl:1][C:2]1[C:3]2[N:10]([CH2:11][CH2:12][CH2:13][O:14][CH2:15][CH2:16][O:17]C3CCCCO3)[CH:9]=[CH:8][C:4]=2[N:5]=[CH:6][N:7]=1.[Cl:24][C:25]1[CH:26]=[C:27]([CH:29]=[CH:30][C:31]=1[O:32][C:33]1[CH:38]=[CH:37][CH:36]=[C:35]([C:39]([F:42])([F:41])[F:40])[CH:34]=1)[NH2:28].C(=O)([O-])O.[Na+]. (6) The reactants are: [F:1][C:2]([F:33])([F:32])[C:3]([C:5]1[CH:10]=[CH:9][C:8]([O:11][CH2:12][CH2:13][N:14]([CH2:27][C:28]([F:31])([F:30])[F:29])[C:15]2[CH:22]=[CH:21][C:18]([C:19]#[N:20])=[C:17]([C:23]([F:26])([F:25])[F:24])[CH:16]=2)=[CH:7][CH:6]=1)=[O:4].[F:34][C:35]([Si](C)(C)C)([F:37])[F:36].[F-].[Cs+].Cl. Given the product [F:31][C:28]([F:30])([F:29])[CH2:27][N:14]([CH2:13][CH2:12][O:11][C:8]1[CH:7]=[CH:6][C:5]([C:3]([OH:4])([C:35]([F:37])([F:36])[F:34])[C:2]([F:32])([F:33])[F:1])=[CH:10][CH:9]=1)[C:15]1[CH:22]=[CH:21][C:18]([C:19]#[N:20])=[C:17]([C:23]([F:24])([F:25])[F:26])[CH:16]=1, predict the reactants needed to synthesize it. (7) The reactants are: [H-].[Na+].[NH:3]1[C:11]2[CH:10]=[CH:9][CH:8]=[C:7]([C:12]([O:14][CH3:15])=[O:13])[C:6]=2[CH:5]=[CH:4]1.Br[CH2:17][CH2:18][O:19][CH:20]1[CH2:25][CH2:24][CH2:23][CH2:22][O:21]1. Given the product [CH3:15][O:14][C:12]([C:7]1[C:6]2[CH:5]=[CH:4][N:3]([CH2:17][CH2:18][O:19][CH:20]3[CH2:25][CH2:24][CH2:23][CH2:22][O:21]3)[C:11]=2[CH:10]=[CH:9][CH:8]=1)=[O:13], predict the reactants needed to synthesize it.